From a dataset of Forward reaction prediction with 1.9M reactions from USPTO patents (1976-2016). Predict the product of the given reaction. Given the reactants [CH3:1][N:2]1[CH:6]=[C:5]([C:7]2[N:12]=[C:11]([C:13]3[CH:14]=[N:15][NH:16][CH:17]=3)[N:10]3[CH:18]=[CH:19][N:20]=[C:9]3[CH:8]=2)[CH:4]=[N:3]1.[CH2:21]1[C:24]2([CH2:27][C:26](=[CH:28][C:29]#[N:30])[CH2:25]2)[CH2:23][O:22]1.C1CCN2C(=NCCC2)CC1, predict the reaction product. The product is: [CH3:1][N:2]1[CH:6]=[C:5]([C:7]2[N:12]=[C:11]([C:13]3[CH:14]=[N:15][N:16]([C:26]4([CH2:28][C:29]#[N:30])[CH2:27][C:24]5([CH2:23][O:22][CH2:21]5)[CH2:25]4)[CH:17]=3)[N:10]3[CH:18]=[CH:19][N:20]=[C:9]3[CH:8]=2)[CH:4]=[N:3]1.